This data is from NCI-60 drug combinations with 297,098 pairs across 59 cell lines. The task is: Regression. Given two drug SMILES strings and cell line genomic features, predict the synergy score measuring deviation from expected non-interaction effect. (1) Drug 1: CN(C)N=NC1=C(NC=N1)C(=O)N. Drug 2: C1C(C(OC1N2C=C(C(=O)NC2=O)F)CO)O. Cell line: SK-MEL-5. Synergy scores: CSS=31.9, Synergy_ZIP=-5.95, Synergy_Bliss=-4.90, Synergy_Loewe=-26.0, Synergy_HSA=-4.50. (2) Drug 1: C1=NC2=C(N=C(N=C2N1C3C(C(C(O3)CO)O)O)F)N. Drug 2: N.N.Cl[Pt+2]Cl. Cell line: HCT-15. Synergy scores: CSS=37.4, Synergy_ZIP=-7.04, Synergy_Bliss=-3.79, Synergy_Loewe=1.79, Synergy_HSA=-0.591.